Predict the product of the given reaction. From a dataset of Forward reaction prediction with 1.9M reactions from USPTO patents (1976-2016). (1) Given the reactants [CH3:1][O-:2].[Na+].[NH2:4][C:5]1[CH:10]=[C:9]([Cl:11])[N:8]=[C:7](Cl)[N:6]=1, predict the reaction product. The product is: [NH2:4][C:5]1[CH:10]=[C:9]([Cl:11])[N:8]=[C:7]([O:2][CH3:1])[N:6]=1. (2) Given the reactants [CH3:1][O:2][C:3]1[CH:4]=[C:5]([CH:9]=[CH:10][CH:11]=1)[C:6]([OH:8])=O.CN(C(ON1N=NC2C=CC=NC1=2)=[N+](C)C)C.F[P-](F)(F)(F)(F)F.CN1CCOCC1.[CH3:43][O:44][C:45]1[C:46]2[N:59]=[C:58]([NH2:60])[S:57][C:47]=2[C:48]([CH:51]2[CH2:56][CH2:55][O:54][CH2:53][CH2:52]2)=[N:49][CH:50]=1, predict the reaction product. The product is: [CH3:1][O:2][C:3]1[CH:4]=[C:5]([CH:9]=[CH:10][CH:11]=1)[C:6]([NH:60][C:58]1[S:57][C:47]2[C:48]([CH:51]3[CH2:56][CH2:55][O:54][CH2:53][CH2:52]3)=[N:49][CH:50]=[C:45]([O:44][CH3:43])[C:46]=2[N:59]=1)=[O:8]. (3) Given the reactants [Cl:1][C:2]1[C:3]([CH3:37])=[N:4][O:5][C:6]=1[N:7](COCCOC)[S:8]([C:11]1[C:19]2[C:14](=[N:15][CH:16]=[CH:17][CH:18]=2)[S:13][C:12]=1[CH2:20][C:21]1[C:30]2[C:25](=[CH:26][CH:27]=[CH:28][CH:29]=2)[CH:24]=[CH:23][CH:22]=1)(=[O:10])=[O:9].Cl, predict the reaction product. The product is: [Cl:1][C:2]1[C:3]([CH3:37])=[N:4][O:5][C:6]=1[NH:7][S:8]([C:11]1[C:19]2[C:14](=[N:15][CH:16]=[CH:17][CH:18]=2)[S:13][C:12]=1[CH2:20][C:21]1[C:30]2[C:25](=[CH:26][CH:27]=[CH:28][CH:29]=2)[CH:24]=[CH:23][CH:22]=1)(=[O:9])=[O:10]. (4) The product is: [Br:1][C:2]1[C:6]2[N:7]=[C:8]([C:12]3[CH:17]=[CH:16][N:15]=[CH:14][CH:13]=3)[N:9]=[C:10]([O:11][S:34]([C:23]3[C:24]([CH:31]([CH3:32])[CH3:33])=[CH:25][C:26]([CH:28]([CH3:30])[CH3:29])=[CH:27][C:22]=3[CH:19]([CH3:21])[CH3:20])(=[O:36])=[O:35])[C:5]=2[S:4][C:3]=1[CH3:18]. Given the reactants [Br:1][C:2]1[C:6]2[N:7]=[C:8]([C:12]3[CH:17]=[CH:16][N:15]=[CH:14][CH:13]=3)[N:9]=[C:10]([OH:11])[C:5]=2[S:4][C:3]=1[CH3:18].[CH:19]([C:22]1[CH:27]=[C:26]([CH:28]([CH3:30])[CH3:29])[CH:25]=[C:24]([CH:31]([CH3:33])[CH3:32])[C:23]=1[S:34](Cl)(=[O:36])=[O:35])([CH3:21])[CH3:20].CCN(CC)CC, predict the reaction product. (5) Given the reactants [CH2:1]([O:8][C@@H:9]1[C@H:14]([CH2:15][O:16][Si:17]([C:20]([CH3:23])([CH3:22])[CH3:21])([CH3:19])[CH3:18])[O:13][C@@H:12]([O:24][C@@H:25]2[C@H:30]3[CH2:31][O:32][C@H:28]([O:29]3)[C@H:27]([N:33]=[N+:34]=[N-:35])[C@H:26]2[O:36][CH3:37])[C@H:11]([OH:38])[C@H:10]1[O:39][CH3:40])[C:2]1[CH:7]=[CH:6][CH:5]=[CH:4][CH:3]=1.C(N(CC)CC)C.[C:48](OC(=O)C)(=[O:50])[CH3:49], predict the reaction product. The product is: [C:48]([O:38][C@@H:11]1[C@@H:10]([O:39][CH3:40])[C@H:9]([O:8][CH2:1][C:2]2[CH:7]=[CH:6][CH:5]=[CH:4][CH:3]=2)[C@H:14]([CH2:15][O:16][Si:17]([C:20]([CH3:23])([CH3:22])[CH3:21])([CH3:19])[CH3:18])[O:13][C@H:12]1[O:24][C@@H:25]1[C@H:30]2[CH2:31][O:32][C@H:28]([O:29]2)[C@H:27]([N:33]=[N+:34]=[N-:35])[C@H:26]1[O:36][CH3:37])(=[O:50])[CH3:49]. (6) Given the reactants [CH3:1][CH:2]([CH2:24][N:25]1[CH2:30][CH2:29][N:28]([C:31]2[CH:36]=[CH:35][C:34]([C:37]([F:40])([F:39])[F:38])=[CH:33][CH:32]=2)[CH2:27][CH2:26]1)[C:3]([N:5]1[CH2:10][CH2:9][CH:8]([NH:11][C:12]2[CH:19]=[CH:18][C:15]([C:16]#[N:17])=[C:14]([C:20]([F:23])([F:22])[F:21])[CH:13]=2)[CH2:7][CH2:6]1)=O.COC1C=CC(P2(SP(C3C=CC(OC)=CC=3)(=S)S2)=[S:50])=CC=1, predict the reaction product. The product is: [CH3:1][CH:2]([CH2:24][N:25]1[CH2:30][CH2:29][N:28]([C:31]2[CH:36]=[CH:35][C:34]([C:37]([F:40])([F:39])[F:38])=[CH:33][CH:32]=2)[CH2:27][CH2:26]1)[C:3]([N:5]1[CH2:10][CH2:9][CH:8]([NH:11][C:12]2[CH:19]=[CH:18][C:15]([C:16]#[N:17])=[C:14]([C:20]([F:23])([F:22])[F:21])[CH:13]=2)[CH2:7][CH2:6]1)=[S:50]. (7) Given the reactants C([Li])CCC.[CH3:6][N:7]1[CH:11]=[CH:10][N:9]=[CH:8]1.[C:12]([O:16][C:17]([N:19]1[CH:24]2[CH2:25][CH2:26][CH:20]1[CH2:21][C:22](=[O:27])[CH2:23]2)=[O:18])([CH3:15])([CH3:14])[CH3:13].[Cl-].[NH4+], predict the reaction product. The product is: [C:12]([O:16][C:17]([N:19]1[CH:24]2[CH2:25][CH2:26][CH:20]1[CH2:21][C:22]([OH:27])([C:8]1[N:7]([CH3:6])[CH:11]=[CH:10][N:9]=1)[CH2:23]2)=[O:18])([CH3:15])([CH3:13])[CH3:14]. (8) Given the reactants [F:1][C:2]([F:20])([CH2:16][CH2:17][CH2:18]C)[CH:3]=[CH:4][O:5][CH2:6][CH2:7][CH2:8][CH2:9][C:10]1[CH:15]=[CH:14][CH:13]=[CH:12][CH:11]=1.I([O-])(=O)(=O)=[O:22].[Na+], predict the reaction product. The product is: [F:1][C:2]([F:20])([CH2:3][CH2:4][O:5][CH2:6][CH2:7][CH2:8][CH2:9][C:10]1[CH:15]=[CH:14][CH:13]=[CH:12][CH:11]=1)[CH2:16][CH2:17][CH:18]=[O:22].